This data is from Reaction yield outcomes from USPTO patents with 853,638 reactions. The task is: Predict the reaction yield, written as a fraction of the theoretical maximum amount of product (1.0 means a 100% yield; for example, 0.34 means a 34% yield). (1) The yield is 0.590. The catalyst is C1(C)C=CC=CC=1. The product is [F:11][C:7]1[C:3]2[C:4]3[C:28]4[C:27](=[O:32])[CH2:26][CH:25]([CH:22]([CH3:23])[CH3:24])[CH2:30][C:29]=4[N:15]=[C:14]([CH3:16])[C:13]=3[NH:1][C:2]=2[CH:10]=[CH:9][CH:8]=1. The reactants are [NH2:1][C:2]1[CH:10]=[CH:9][CH:8]=[C:7]([F:11])[C:3]=1[C:4](O)=O.C(O)(=O)[C:13]1[C:14](=[CH:16]C=CC=1)[NH2:15].[CH:22]([CH:25]1[CH2:30][C:29](=O)[CH2:28][C:27](=[O:32])[CH2:26]1)([CH3:24])[CH3:23].CC1(C)CC(=O)CC(=O)C1. (2) The reactants are [C:1]([C:5]1[CH:10]=[C:9]([F:11])[C:8]([CH3:12])=[CH:7][C:6]=1[OH:13])([CH3:4])([CH3:3])[CH3:2].[CH3:14][O:15][CH2:16]Cl. The catalyst is C1COCC1. The product is [C:1]([C:5]1[CH:10]=[C:9]([F:11])[C:8]([CH3:12])=[CH:7][C:6]=1[O:13][CH2:14][O:15][CH3:16])([CH3:4])([CH3:3])[CH3:2]. The yield is 0.990. (3) The reactants are [Cl:1][C:2]1[C:3]([O:12][C:13]2[CH:18]=[C:17]([O:19][CH2:20][CH2:21][O:22][CH3:23])[CH:16]=[CH:15][C:14]=2[CH2:24][CH2:25][CH2:26][NH2:27])=[N:4][CH:5]=[C:6]([C:8]([F:11])([F:10])[F:9])[CH:7]=1.C(N(CC)CC)C.[CH3:35][S:36](Cl)(=[O:38])=[O:37].[Cl-].[NH4+]. The catalyst is C(OCC)(=O)C. The product is [Cl:1][C:2]1[C:3]([O:12][C:13]2[CH:18]=[C:17]([O:19][CH2:20][CH2:21][O:22][CH3:23])[CH:16]=[CH:15][C:14]=2[CH2:24][CH2:25][CH2:26][NH:27][S:36]([CH3:35])(=[O:38])=[O:37])=[N:4][CH:5]=[C:6]([C:8]([F:9])([F:11])[F:10])[CH:7]=1. The yield is 0.360. (4) The product is [CH3:1][O:2][CH2:3][C@H:4]([CH3:31])[O:5][C:6]1[CH:7]=[C:8]([C:23]2[NH:27][C:26](/[C:28](=[N:33]/[OH:34])/[CH3:29])=[CH:25][CH:24]=2)[CH:9]=[C:10]([O:12][C:13]2[CH:18]=[CH:17][C:16]([S:19]([CH3:22])(=[O:21])=[O:20])=[CH:15][CH:14]=2)[CH:11]=1. The yield is 0.410. The reactants are [CH3:1][O:2][CH2:3][C@H:4]([CH3:31])[O:5][C:6]1[CH:7]=[C:8]([C:23]2[NH:27][C:26]([C:28](=O)[CH3:29])=[CH:25][CH:24]=2)[CH:9]=[C:10]([O:12][C:13]2[CH:18]=[CH:17][C:16]([S:19]([CH3:22])(=[O:21])=[O:20])=[CH:15][CH:14]=2)[CH:11]=1.Cl.[NH2:33][OH:34].C([O-])(=O)C.[Na+]. The catalyst is CO.ClCCl. (5) The reactants are [NH2:1][C:2]1[N:10]=[CH:9][N:8]=[C:7]2[C:3]=1[N:4]=[C:5]([NH:14][C:15]1[CH:16]=[N:17][CH:18]=[CH:19][CH:20]=1)[N:6]2[CH2:11][CH2:12]O.O=S(Cl)[Cl:23]. No catalyst specified. The product is [NH2:1][C:2]1[N:10]=[CH:9][N:8]=[C:7]2[C:3]=1[N:4]=[C:5]([NH:14][C:15]1[CH:16]=[N:17][CH:18]=[CH:19][CH:20]=1)[N:6]2[CH2:11][CH2:12][Cl:23]. The yield is 0.270. (6) The reactants are [Cl:1][C:2]1[N:7]=[CH:6][N:5]=[C:4]([NH:8][C:9]2[CH:14]=[CH:13][C:12]([S:15]([CH3:18])(=[O:17])=[O:16])=[CH:11][CH:10]=2)[C:3]=1[N+:19]([O-])=O.[N:22]([O-])=O.[Na+]. The catalyst is ClCCl.C(O)(=O)C.O. The product is [Cl:1][C:2]1[C:3]2[N:19]=[N:22][N:8]([C:9]3[CH:14]=[CH:13][C:12]([S:15]([CH3:18])(=[O:17])=[O:16])=[CH:11][CH:10]=3)[C:4]=2[N:5]=[CH:6][N:7]=1. The yield is 0.778.